This data is from CYP3A4 inhibition data for predicting drug metabolism from PubChem BioAssay. The task is: Regression/Classification. Given a drug SMILES string, predict its absorption, distribution, metabolism, or excretion properties. Task type varies by dataset: regression for continuous measurements (e.g., permeability, clearance, half-life) or binary classification for categorical outcomes (e.g., BBB penetration, CYP inhibition). Dataset: cyp3a4_veith. (1) The compound is COc1ccc([N+](=O)[O-])cc1NC(=O)CC(C)c1ccccc1. The result is 1 (inhibitor). (2) The molecule is Cc1ccc(C(=O)NC(=S)Nc2cc(C(F)(F)F)ccc2Cl)cc1. The result is 0 (non-inhibitor).